Predict the reaction yield, written as a fraction of the theoretical maximum amount of product (1.0 means a 100% yield; for example, 0.34 means a 34% yield). From a dataset of Reaction yield outcomes from USPTO patents with 853,638 reactions. (1) The reactants are [CH3:1][CH:2]([CH3:39])[C@H:3]([NH:34][C:35](=[O:38])[O:36][CH3:37])[C:4](=[O:33])[N:5]1[C@H:10]([C:11]2[NH:15][C:14]3[C:16]4[C:21]([CH:22]=[CH:23][C:13]=3[N:12]=2)=[CH:20][C:19](B2OC(C)(C)C(C)(C)O2)=[CH:18][CH:17]=4)[CH2:9][C@@H:8]2[C@H:6]1[CH2:7]2.Br[C:41]1[CH:42]=[C:43]2[C:66](=[CH:67][CH:68]=1)[C:47]1[NH:48][C:49]([C@@H:51]3[CH2:55][C@H:54]([CH2:56][O:57][CH3:58])[CH2:53][N:52]3[C:59]([O:61][C:62]([CH3:65])([CH3:64])[CH3:63])=[O:60])=[N:50][C:46]=1[CH:45]=[CH:44]2.[O-]P([O-])([O-])=O.[K+].[K+].[K+]. The catalyst is COCCOC.C1C=CC([P]([Pd]([P](C2C=CC=CC=2)(C2C=CC=CC=2)C2C=CC=CC=2)([P](C2C=CC=CC=2)(C2C=CC=CC=2)C2C=CC=CC=2)[P](C2C=CC=CC=2)(C2C=CC=CC=2)C2C=CC=CC=2)(C2C=CC=CC=2)C2C=CC=CC=2)=CC=1. The product is [CH3:37][O:36][C:35]([NH:34][C@@H:3]([CH:2]([CH3:1])[CH3:39])[C:4]([N:5]1[C@H:10]([C:11]2[NH:15][C:14]3[C:16]4[C:21]([CH:22]=[CH:23][C:13]=3[N:12]=2)=[CH:20][C:19]([C:41]2[CH:42]=[C:43]3[C:66](=[CH:67][CH:68]=2)[C:47]2[NH:48][C:49]([C@@H:51]5[CH2:55][C@H:54]([CH2:56][O:57][CH3:58])[CH2:53][N:52]5[C:59]([O:61][C:62]([CH3:65])([CH3:63])[CH3:64])=[O:60])=[N:50][C:46]=2[CH:45]=[CH:44]3)=[CH:18][CH:17]=4)[CH2:9][C@@H:8]2[C@H:6]1[CH2:7]2)=[O:33])=[O:38]. The yield is 0.710. (2) The reactants are C(Cl)(=O)C(Cl)=O.CS(C)=O.[CH3:11][O:12][C:13]1[CH:14]=[C:15]([CH:23]=[CH:24][CH:25]=1)[CH2:16][N:17]1[CH2:21][CH2:20][CH:19]([OH:22])[CH2:18]1.C(N(CC)CC)C. The catalyst is C(Cl)Cl.O. The product is [CH3:11][O:12][C:13]1[CH:14]=[C:15]([CH:23]=[CH:24][CH:25]=1)[CH2:16][N:17]1[CH2:21][CH2:20][C:19](=[O:22])[CH2:18]1. The yield is 0.660. (3) The reactants are [C:1](Cl)(Cl)=[S:2].C(=O)([O-])[O-].[Ca+2].[NH2:10][C:11]1[S:12][C:13]([CH3:22])=[C:14]([CH3:21])[C:15]=1[C:16]([O:18][CH2:19][CH3:20])=[O:17]. The catalyst is C(Cl)(Cl)Cl.O.C(Cl)(Cl)Cl. The product is [N:10]([C:11]1[S:12][C:13]([CH3:22])=[C:14]([CH3:21])[C:15]=1[C:16]([O:18][CH2:19][CH3:20])=[O:17])=[C:1]=[S:2]. The yield is 1.00. (4) The reactants are [O:1]=[CH:2][C@@H:3]([C@H:5]([C@@H:7]([CH2:9][OH:10])[OH:8])[OH:6])[OH:4]. The catalyst is C(O)C. The product is [CH2:2]([OH:1])[C@@H:3]([C@H:5]([C@@H:7]([CH2:9][OH:10])[OH:8])[OH:6])[OH:4]. The yield is 0.100. (5) The reactants are [C:1]([O:5][C:6]([NH:8][C@@H:9]([CH:13]([CH3:15])[CH3:14])[C:10]([OH:12])=O)=[O:7])([CH3:4])([CH3:3])[CH3:2].CCN=C=NC[CH2:22][CH2:23][N:24]([CH3:26])C.Cl.ON1C(=O)CCC1=O.CCN(C(C)C)C(C)C.N1CCC1. The catalyst is C(Cl)Cl. The product is [N:24]1([C:10](=[O:12])[C@@H:9]([NH:8][C:6](=[O:7])[O:5][C:1]([CH3:2])([CH3:3])[CH3:4])[CH:13]([CH3:15])[CH3:14])[CH2:23][CH2:22][CH2:26]1. The yield is 0.710. (6) The reactants are Br[C:2]1[CH:3]=[N:4][CH:5]=[C:6]([O:8][CH:9]([CH3:11])[CH3:10])[CH:7]=1.C([Li])CCC.[O:17]=[C:18]1[CH2:24][CH:23]2[CH2:25][CH:19]1[CH2:20][N:21]([C:26]([O:28][CH2:29][CH3:30])=[O:27])[CH2:22]2. The catalyst is C(OCC)C.C1COCC1. The product is [OH:17][C:18]1([C:2]2[CH:3]=[N:4][CH:5]=[C:6]([O:8][CH:9]([CH3:11])[CH3:10])[CH:7]=2)[CH2:24][CH:23]2[CH2:25][CH:19]1[CH2:20][N:21]([C:26]([O:28][CH2:29][CH3:30])=[O:27])[CH2:22]2. The yield is 0.610.